Dataset: Full USPTO retrosynthesis dataset with 1.9M reactions from patents (1976-2016). Task: Predict the reactants needed to synthesize the given product. (1) Given the product [CH3:29][O:28][C:12]1[C:13]2[CH2:14][N:15]3[CH2:24][CH2:23][C:22]4[C:17]([C:16]3=[C:7]([C:5]([O:4][CH2:2][CH3:3])=[O:6])[C:8]=2[CH:9]=[CH:10][C:11]=1[O:30][CH3:31])=[CH:18][C:19]1[O:27][CH2:26][O:25][C:20]=1[CH:21]=4, predict the reactants needed to synthesize it. The reactants are: [Cl-].[CH2:2]([O:4][C:5]([C:7]1[C:16]2[C:17]3[C:22]([CH2:23][CH2:24][N+:15]=2[CH:14]=[C:13]2[C:8]=1[CH:9]=[CH:10][C:11]([O:30][CH3:31])=[C:12]2[O:28][CH3:29])=[CH:21][C:20]1[O:25][CH2:26][O:27][C:19]=1[CH:18]=3)=[O:6])[CH3:3].[BH4-].[Na+]. (2) The reactants are: [F:1][C:2]1[CH:7]=[C:6]([C:8]([F:11])([F:10])[F:9])[CH:5]=[CH:4][C:3]=1[CH2:12][NH:13][C:14]1[O:23][C:22](=[O:24])[C:21]2[C:20](=[O:25])OC(C)(C)[O:17][C:16]=2[CH:15]=1.ClC1OC(=O)C2C(=O)[O:34][C:33]([CH3:42])(C)[O:32]C=2C=1.C([N:46](CC)C(C)C)(C)C.[F:52][C:53]1[CH:60]=[C:59]([C:61]([F:64])([F:63])[F:62])[CH:58]=[CH:57][C:54]=1[CH2:55][NH2:56].[CH3:65][OH:66]. Given the product [F:52][C:53]1[CH:60]=[C:59]([C:61]([F:62])([F:63])[F:64])[CH:58]=[CH:57][C:54]=1[CH2:55][N:56]1[C:65]([OH:66])=[C:15]([C:14]([NH:13][CH2:12][C:3]2[CH:4]=[CH:5][C:6]([C:8]([F:11])([F:9])[F:10])=[CH:7][C:2]=2[F:1])=[O:23])[C:16]([OH:17])=[C:21]([C:20]([NH:46][CH2:42][C:33]([OH:34])=[O:32])=[O:25])[C:22]1=[O:24], predict the reactants needed to synthesize it. (3) Given the product [F:19][C:20]([F:33])([F:32])[S:21]([O:12][C:5]1[CH:6]=[C:7]([O:10][CH3:11])[C:8]([CH3:9])=[C:3]([O:2][CH3:1])[CH:4]=1)(=[O:23])=[O:22], predict the reactants needed to synthesize it. The reactants are: [CH3:1][O:2][C:3]1[CH:4]=[C:5]([OH:12])[CH:6]=[C:7]([O:10][CH3:11])[C:8]=1[CH3:9].N1C=CC=CC=1.[F:19][C:20]([F:33])([F:32])[S:21](O[S:21]([C:20]([F:33])([F:32])[F:19])(=[O:23])=[O:22])(=[O:23])=[O:22].C([O-])(O)=O.[Na+].